From a dataset of Catalyst prediction with 721,799 reactions and 888 catalyst types from USPTO. Predict which catalyst facilitates the given reaction. (1) Reactant: [CH2:1]([N:4]1[C:12](=[O:13])[C:11]2[N:10]([CH2:14][O:15][CH2:16][CH2:17][Si:18]([CH3:21])([CH3:20])[CH3:19])[C:9]([C:22]3[CH:23]=[N:24][NH:25][CH:26]=3)=[N:8][C:7]=2[N:6]([CH2:27][O:28][CH2:29][CH2:30][Si:31]([CH3:34])([CH3:33])[CH3:32])[C:5]1=[O:35])[CH2:2][CH3:3].Br[CH2:37][C:38]#[C:39][C:40]1[CH:45]=[CH:44][C:43]([CH3:46])=[CH:42][CH:41]=1.C(=O)([O-])[O-].[K+].[K+]. Product: [CH2:1]([N:4]1[C:12](=[O:13])[C:11]2[N:10]([CH2:14][O:15][CH2:16][CH2:17][Si:18]([CH3:21])([CH3:20])[CH3:19])[C:9]([C:22]3[CH:23]=[N:24][N:25]([CH2:37][C:38]#[C:39][C:40]4[CH:45]=[CH:44][C:43]([CH3:46])=[CH:42][CH:41]=4)[CH:26]=3)=[N:8][C:7]=2[N:6]([CH2:27][O:28][CH2:29][CH2:30][Si:31]([CH3:33])([CH3:32])[CH3:34])[C:5]1=[O:35])[CH2:2][CH3:3]. The catalyst class is: 21. (2) Reactant: [CH2:1]([O:3][C:4]([C:6]1[C:15](=[O:16])[C:14]2[C:9](=[C:10]([C:19]#[C:20][CH2:21][C@@H:22]3[CH2:26][C@@H:25]([O:27][CH2:28][C:29]4[CH:34]=[CH:33][C:32]([O:35][CH3:36])=[CH:31][CH:30]=4)[CH2:24][N:23]3C(OCC3C=CC=CC=3)=O)[C:11]([F:18])=[C:12]([F:17])[CH:13]=2)[N:8]([CH:47]2[CH2:49][CH2:48]2)[CH:7]=1)=[O:5])[CH3:2].C(N(CC)CC)C.C(OC(OC(OC(C)(C)C)=O)=O)(C)(C)C. Product: [CH2:1]([O:3][C:4]([C:6]1[C:15](=[O:16])[C:14]2[C:9](=[C:10]([CH2:19][CH2:20][CH2:21][C@@H:22]3[CH2:26][C@@H:25]([O:27][CH2:28][C:29]4[CH:30]=[CH:31][C:32]([O:35][CH3:36])=[CH:33][CH:34]=4)[CH2:24][NH:23]3)[C:11]([F:18])=[C:12]([F:17])[CH:13]=2)[N:8]([CH:47]2[CH2:48][CH2:49]2)[CH:7]=1)=[O:5])[CH3:2]. The catalyst class is: 29. (3) Reactant: [Cl:1][C:2]1[CH:7]=[C:6]([OH:8])[CH:5]=[CH:4][N:3]=1.[H-].[Na+].[Cl:11][C:12]1[C:13](F)=[CH:14][C:15]([F:21])=[C:16]([N+:18]([O-:20])=[O:19])[CH:17]=1. Product: [Cl:1][C:2]1[CH:7]=[C:6]([O:8][C:13]2[CH:14]=[C:15]([F:21])[C:16]([N+:18]([O-:20])=[O:19])=[CH:17][C:12]=2[Cl:11])[CH:5]=[CH:4][N:3]=1. The catalyst class is: 39. (4) Reactant: O.O.Cl[Sn]Cl.[Cl:6][C:7]1[CH:12]=[C:11]([N+:13]([O-])=O)[CH:10]=[CH:9][C:8]=1[S:16][C:17]1[N:18]([CH3:22])[CH:19]=[CH:20][N:21]=1.Cl. Product: [Cl:6][C:7]1[CH:12]=[C:11]([NH2:13])[CH:10]=[CH:9][C:8]=1[S:16][C:17]1[N:18]([CH3:22])[CH:19]=[CH:20][N:21]=1. The catalyst class is: 14. (5) Reactant: [NH:1]1[CH2:6][CH2:5][C:4](=O)[CH2:3][C:2]1=[O:8].[NH:9]([C:11]1[CH:16]=[CH:15][CH:14]=[CH:13][N:12]=1)[NH2:10].[CH3:17]N(C)C=O.COC(OC)N(C)C. Product: [N:12]1[CH:13]=[CH:14][CH:15]=[CH:16][C:11]=1[N:9]1[CH:17]=[C:3]2[C:2](=[O:8])[NH:1][CH2:6][CH2:5][C:4]2=[N:10]1. The catalyst class is: 97. (6) Reactant: [Cl:1][C:2]1[CH:3]=[C:4]2[C:8](=[CH:9][CH:10]=1)[NH:7][C:6]1[CH:11]([CH2:16][CH3:17])[N:12]([CH3:15])[CH2:13][CH2:14][C:5]2=1.N1CCC[C@H]1C(O)=O.[O-]P([O-])([O-])=O.[K+].[K+].[K+].Br[CH:35]=[C:36]([C:38]1[CH:43]=[CH:42][C:41]([O:44][CH3:45])=[C:40]([F:46])[CH:39]=1)[CH3:37]. Product: [Cl:1][C:2]1[CH:3]=[C:4]2[C:8](=[CH:9][CH:10]=1)[N:7]([CH:35]=[C:36]([C:38]1[CH:43]=[CH:42][C:41]([O:44][CH3:45])=[C:40]([F:46])[CH:39]=1)[CH3:37])[C:6]1[CH:11]([CH2:16][CH3:17])[N:12]([CH3:15])[CH2:13][CH2:14][C:5]2=1. The catalyst class is: 122. (7) Reactant: [NH2:1][C:2]1[CH:10]=[CH:9][C:8]([N:11]([CH3:13])[CH3:12])=[CH:7][C:3]=1[C:4]([OH:6])=[O:5].O.[O:15]=[C:16](Cl)OC(Cl)(Cl)Cl. Product: [CH3:12][N:11]([CH3:13])[C:8]1[CH:7]=[C:3]2[C:4]([O:6][C:16](=[O:15])[NH:1][C:2]2=[CH:10][CH:9]=1)=[O:5]. The catalyst class is: 12. (8) Reactant: [Cl:1][C:2]1[N:7]=[C:6](Cl)[C:5]([Cl:9])=[CH:4][N:3]=1.[CH2:10]([O:12]CC)C.C[O-].[Na+]. Product: [Cl:1][C:2]1[N:7]=[C:6]([O:12][CH3:10])[C:5]([Cl:9])=[CH:4][N:3]=1. The catalyst class is: 5.